This data is from Forward reaction prediction with 1.9M reactions from USPTO patents (1976-2016). The task is: Predict the product of the given reaction. Given the reactants [OH:1][C@@:2]([C:25]1[CH:30]=[CH:29][CH:28]=[CH:27][CH:26]=1)([CH3:24])[C:3]([N:5]1[CH2:23][CH2:22][CH2:21][C@H:6]1[C:7]([NH:9][CH2:10][C:11]1[CH:16]=[C:15]([Cl:17])[CH:14]=[CH:13][C:12]=1[CH2:18][CH2:19][NH2:20])=[O:8])=[O:4].[C:31]([O:35][CH2:36][CH3:37])(=[O:34])[CH:32]=[CH2:33], predict the reaction product. The product is: [OH:1][C@@:2]([C:25]1[CH:26]=[CH:27][CH:28]=[CH:29][CH:30]=1)([CH3:24])[C:3]([N:5]1[CH2:23][CH2:22][CH2:21][C@H:6]1[C:7]([NH:9][CH2:10][C:11]1[CH:16]=[C:15]([Cl:17])[CH:14]=[CH:13][C:12]=1[CH2:18][CH2:19][NH:20][CH2:33][CH2:32][C:31]([O:35][CH2:36][CH3:37])=[O:34])=[O:8])=[O:4].